Task: Predict the reaction yield, written as a fraction of the theoretical maximum amount of product (1.0 means a 100% yield; for example, 0.34 means a 34% yield).. Dataset: Reaction yield outcomes from USPTO patents with 853,638 reactions (1) The reactants are [NH2:1][C:2]1[CH:3]=[C:4]([CH:14]=[CH:15][CH:16]=1)[CH2:5][NH:6][C:7](=[O:13])[O:8][C:9]([CH3:12])([CH3:11])[CH3:10].N1C2C=CC=C[C:20]=2N=N1.C=O.[BH4-].[Na+].C(=O)([O-])O.[Na+]. The catalyst is C(O)C.C(OCC)(=O)C. The product is [CH3:20][NH:1][C:2]1[CH:3]=[C:4]([CH:14]=[CH:15][CH:16]=1)[CH2:5][NH:6][C:7](=[O:13])[O:8][C:9]([CH3:12])([CH3:11])[CH3:10]. The yield is 0.440. (2) The reactants are [C:1]([C:4]1[S:8][C:7]([C:9]2[CH:10]=[C:11]([Cl:27])[C:12]3[O:16][CH:15]([CH2:17][NH:18][C:19](=[O:25])OC(C)(C)C)[CH2:14][C:13]=3[CH:26]=2)=[CH:6][CH:5]=1)(=[O:3])[CH3:2].CCN=C=[N:32][CH2:33][CH2:34][CH2:35][N:36]([CH3:38])C.[CH:39]1[CH:40]=CC2N(O)N=NC=2[CH:44]=1.CCN(C(C)C)C(C)C. The catalyst is CN(C=O)C.C(Cl)Cl. The product is [C:1]([C:4]1[S:8][C:7]([C:9]2[CH:10]=[C:11]([Cl:27])[C:12]3[O:16][CH:15]([CH2:17][NH:18][C:19](=[O:25])/[CH:44]=[CH:39]/[C:40]4[CH:38]=[N:36][CH:35]=[CH:34][C:33]=4[NH2:32])[CH2:14][C:13]=3[CH:26]=2)=[CH:6][CH:5]=1)(=[O:3])[CH3:2]. The yield is 0.260. (3) The reactants are [CH3:1][O:2][C:3]1[CH:8]=[CH:7][C:6]([C:9]([F:12])([F:11])[F:10])=[CH:5][C:4]=1[N:13]=[C:14]=[O:15].[NH2:16][C:17]1[CH:34]=[CH:33][C:20]([O:21][C:22]2[CH:23]=[C:24]3[C:28](=[CH:29][CH:30]=2)[C:27](=[O:31])[NH:26][C:25]3=[O:32])=[CH:19][CH:18]=1.CO. The catalyst is C(Cl)Cl. The product is [CH3:1][O:2][C:3]1[CH:8]=[CH:7][C:6]([C:9]([F:12])([F:11])[F:10])=[CH:5][C:4]=1[NH:13][C:14]([NH:16][C:17]1[CH:18]=[CH:19][C:20]([O:21][C:22]2[CH:23]=[C:24]3[C:28](=[CH:29][CH:30]=2)[C:27](=[O:31])[NH:26][C:25]3=[O:32])=[CH:33][CH:34]=1)=[O:15]. The yield is 0.960. (4) The reactants are [NH2:1][C:2]1[CH:7]=[CH:6][C:5]([N:8]2[C:13](=[O:14])[C:12]3[C:15]([CH2:30][N:31]([CH2:33][CH2:34][O:35][CH3:36])[CH3:32])=[C:16]([C:18]4[CH:23]=[CH:22][C:21]([NH:24][C:25]([NH:27][CH2:28][CH3:29])=[O:26])=[CH:20][CH:19]=4)[S:17][C:11]=3[N:10]([CH2:37][C:38]3[C:43]([F:44])=[CH:42][CH:41]=[CH:40][C:39]=3[F:45])[C:9]2=[O:46])=[CH:4][CH:3]=1. The catalyst is N1C=CC=CC=1. The product is [CH2:5]([NH:8][C:9]([NH:1][C:2]1[CH:3]=[CH:4][C:5]([N:8]2[C:13](=[O:14])[C:12]3[C:15]([CH2:30][N:31]([CH2:33][CH2:34][O:35][CH3:36])[CH3:32])=[C:16]([C:18]4[CH:23]=[CH:22][C:21]([NH:24][C:25]([NH:27][CH2:28][CH3:29])=[O:26])=[CH:20][CH:19]=4)[S:17][C:11]=3[N:10]([CH2:37][C:38]3[C:43]([F:44])=[CH:42][CH:41]=[CH:40][C:39]=3[F:45])[C:9]2=[O:46])=[CH:6][CH:7]=1)=[O:46])[CH3:4]. The yield is 0.560. (5) The reactants are [CH2:1]([O:3][C:4]([C:6]1[S:10][C:9]([N:11]2[CH2:16][CH2:15][O:14][CH2:13][CH2:12]2)=[N:8][C:7]=1[CH3:17])=[O:5])[CH3:2].C(Cl)Cl.[Br:21]N1C(=O)CCC1=O. The catalyst is N(C(C)(C)C#N)=NC(C)(C)C#N. The product is [Br:21][CH2:17][C:7]1[N:8]=[C:9]([N:11]2[CH2:12][CH2:13][O:14][CH2:15][CH2:16]2)[S:10][C:6]=1[C:4]([O:3][CH2:1][CH3:2])=[O:5]. The yield is 0.711. (6) The product is [CH3:20][C:18]1[N:19]=[C:15]([N:14]2[CH2:8][CH2:9][CH2:10][NH:11][C:12]2=[O:13])[S:16][C:17]=1[C:21]([O:23][CH2:24][CH3:25])=[O:22]. No catalyst specified. The yield is 0.320. The reactants are ClCCN=C=O.Cl[CH2:8][CH2:9][CH2:10][N:11]=[C:12]=[O:13].[NH2:14][C:15]1[S:16][C:17]([C:21]([O:23][CH2:24][CH3:25])=[O:22])=[C:18]([CH3:20])[N:19]=1. (7) The reactants are [C:1]([O:5][C:6]([N:8]1[CH2:12][C@@H:11]([N:13]=[N+]=[N-])[CH2:10][C@@H:9]1[CH2:16][C:17]#[CH:18])=[O:7])([CH3:4])([CH3:3])[CH3:2].C1(P(C2C=CC=CC=2)C2C=CC=CC=2)C=CC=CC=1.[C:38]([O:42][C:43](O[C:43]([O:42][C:38]([CH3:41])([CH3:40])[CH3:39])=[O:44])=[O:44])([CH3:41])([CH3:40])[CH3:39]. The catalyst is C(OCC)C.ClCCl.CN(C)C1C=CN=CC=1. The product is [C:1]([O:5][C:6]([N:8]1[CH2:12][C@@H:11]([NH:13][C:43]([O:42][C:38]([CH3:41])([CH3:40])[CH3:39])=[O:44])[CH2:10][C@@H:9]1[CH2:16][C:17]#[CH:18])=[O:7])([CH3:4])([CH3:3])[CH3:2]. The yield is 0.810. (8) The reactants are [CH3:1][C:2]1[CH:7]=[CH:6][C:5](N)=[CH:4][C:3]=1[C:9]1[CH:10]=[C:11]2[C:16](=[CH:17][CH:18]=1)[C:15]([O:19][C@H:20]([CH3:25])[C:21]([F:24])([F:23])[F:22])=[N:14][N:13]=[CH:12]2.N([O-])=O.[Na+].[I-:30].[K+]. The catalyst is Cl.O. The product is [I:30][C:5]1[CH:6]=[CH:7][C:2]([CH3:1])=[C:3]([C:9]2[CH:10]=[C:11]3[C:16](=[CH:17][CH:18]=2)[C:15]([O:19][C@H:20]([CH3:25])[C:21]([F:23])([F:24])[F:22])=[N:14][N:13]=[CH:12]3)[CH:4]=1. The yield is 0.730.